This data is from Full USPTO retrosynthesis dataset with 1.9M reactions from patents (1976-2016). The task is: Predict the reactants needed to synthesize the given product. (1) Given the product [F:8][C:6]1[CH:5]=[C:4]([CH2:9][C:10]([NH:12][C@H:13]([C:15]([C:19]2([NH2:18])[C:27]3[C:22](=[CH:23][CH:24]=[CH:25][CH:26]=3)[CH2:21][CH:20]2[OH:28])=[O:17])[CH3:14])=[O:11])[CH:3]=[C:2]([F:1])[CH:7]=1, predict the reactants needed to synthesize it. The reactants are: [F:1][C:2]1[CH:3]=[C:4]([CH2:9][C:10]([NH:12][C@H:13]([C:15]([OH:17])=O)[CH3:14])=[O:11])[CH:5]=[C:6]([F:8])[CH:7]=1.[NH2:18][CH:19]1[C:27]2[C:22](=[CH:23][CH:24]=[CH:25][CH:26]=2)[CH2:21][CH:20]1[OH:28]. (2) Given the product [Cl:1][C:2]1[CH:7]=[C:6]([C:22]([C:24]([F:27])([F:26])[F:25])=[CH2:23])[CH:5]=[C:4]([C:9]([F:12])([F:11])[F:10])[C:3]=1[F:13], predict the reactants needed to synthesize it. The reactants are: [Cl:1][C:2]1[C:3]([F:13])=[C:4]([C:9]([F:12])([F:11])[F:10])[CH:5]=[C:6](I)[CH:7]=1.COB(OC)OC.Br[C:22]([C:24]([F:27])([F:26])[F:25])=[CH2:23].C(=O)([O-])[O-].[K+].[K+].